This data is from Catalyst prediction with 721,799 reactions and 888 catalyst types from USPTO. The task is: Predict which catalyst facilitates the given reaction. (1) Product: [C:1]([O:5][C:6]([N:8]1[CH2:13][CH2:12][CH:11]([O:14][C:15]2[CH:20]=[CH:19][C:18]([NH2:21])=[CH:17][CH:16]=2)[CH2:10][CH2:9]1)=[O:7])([CH3:4])([CH3:2])[CH3:3]. Reactant: [C:1]([O:5][C:6]([N:8]1[CH2:13][CH2:12][CH:11]([O:14][C:15]2[CH:20]=[CH:19][C:18]([N+:21]([O-])=O)=[CH:17][CH:16]=2)[CH2:10][CH2:9]1)=[O:7])([CH3:4])([CH3:3])[CH3:2]. The catalyst class is: 19. (2) The catalyst class is: 6. Reactant: O=P(Cl)(Cl)[Cl:3].C(N(CC)CC)C.[C:13]([O:17][C:18]([N:20]1[CH2:32][C:31]2[S:30][C:29]3[N:28]=[CH:27][NH:26][C:25](=O)[C:24]=3[C:23]=2[CH2:22][CH2:21]1)=[O:19])([CH3:16])([CH3:15])[CH3:14].C(=O)(O)[O-].[Na+]. Product: [C:13]([O:17][C:18]([N:20]1[CH2:32][C:31]2[S:30][C:29]3[N:28]=[CH:27][N:26]=[C:25]([Cl:3])[C:24]=3[C:23]=2[CH2:22][CH2:21]1)=[O:19])([CH3:16])([CH3:15])[CH3:14]. (3) Product: [CH3:4][C:2]1([CH3:1])[NH:3][C:31](=[O:33])[N:7]([C:8]2[CH:13]=[CH:12][C:11]([O:14][C:15]3[CH:20]=[CH:19][CH:18]=[C:17]([O:21][CH3:22])[CH:16]=3)=[CH:10][CH:9]=2)[C:5]1=[O:6]. The catalyst class is: 4. Reactant: [CH3:1][C:2]([C:5]([NH:7][C:8]1[CH:13]=[CH:12][C:11]([O:14][C:15]2[CH:20]=[CH:19][CH:18]=[C:17]([O:21][CH3:22])[CH:16]=2)=[CH:10][CH:9]=1)=[O:6])([CH3:4])[NH2:3].C(N(CC)CC)C.Cl[C:31](Cl)([O:33]C(=O)OC(Cl)(Cl)Cl)Cl.